Dataset: Drug-target binding data from BindingDB using Kd measurements. Task: Regression. Given a target protein amino acid sequence and a drug SMILES string, predict the binding affinity score between them. We predict pKd (pKd = -log10(Kd in M); higher means stronger binding). Dataset: bindingdb_kd. The small molecule is O=c1ncn2nc(Sc3ccc(F)cc3F)ccc2c1-c1c(Cl)cccc1Cl. The target protein (P37023) has sequence MTLGSPRKGLLMLLMALVTQGDPVKPSRGPLVTCTCESPHCKGPTCRGAWCTVVLVREEGRHPQEHRGCGNLHRELCRGRPTEFVNHYCCDSHLCNHNVSLVLEATQPPSEQPGTDGQLALILGPVLALLALVALGVLGLWHVRRRQEKQRGLHSELGESSLILKASEQGDSMLGDLLDSDCTTGSGSGLPFLVQRTVARQVALVECVGKGRYGEVWRGLWHGESVAVKIFSSRDEQSWFRETEIYNTVLLRHDNILGFIASDMTSRNSSTQLWLITHYHEHGSLYDFLQRQTLEPHLALRLAVSAACGLAHLHVEIFGTQGKPAIAHRDFKSRNVLVKSNLQCCIADLGLAVMHSQGSDYLDIGNNPRVGTKRYMAPEVLDEQIRTDCFESYKWTDIWAFGLVLWEIARRTIVNGIVEDYRPPFYDVVPNDPSFEDMKKVVCVDQQTPTIPNRLAADPVLSGLAQMMRECWYPNPSARLTALRIKKTLQKISNSPEKPK.... The pKd is 5.0.